This data is from Reaction yield outcomes from USPTO patents with 853,638 reactions. The task is: Predict the reaction yield, written as a fraction of the theoretical maximum amount of product (1.0 means a 100% yield; for example, 0.34 means a 34% yield). (1) The reactants are [Cl:1][C:2]1[CH:7]=[CH:6][C:5]([C:8]2[C:12]3[CH2:13][N:14]([C:17](=[O:19])[CH3:18])[CH2:15][CH2:16][C:11]=3[N:10]([CH2:20][CH:21]3[CH2:23][O:22]3)[N:9]=2)=[CH:4][C:3]=1[CH3:24].[Cl:25][C:26]1[CH:31]=[CH:30][C:29]([C:32]2[N:36]=[C:35]([CH:37]3[CH2:42][CH2:41][NH:40][CH2:39][CH2:38]3)[O:34][N:33]=2)=[CH:28][CH:27]=1.C(S([O-])(=O)=O)(F)(F)F.C(S([O-])(=O)=O)(F)(F)F.C(S([O-])(=O)=O)(F)(F)F.[Yb+3].CO.C(Cl)Cl. The catalyst is C(Cl)Cl. The product is [Cl:1][C:2]1[CH:7]=[CH:6][C:5]([C:8]2[C:12]3[CH2:13][N:14]([C:17](=[O:19])[CH3:18])[CH2:15][CH2:16][C:11]=3[N:10]([CH2:20][CH:21]([OH:22])[CH2:23][N:40]3[CH2:39][CH2:38][CH:37]([C:35]4[O:34][N:33]=[C:32]([C:29]5[CH:30]=[CH:31][C:26]([Cl:25])=[CH:27][CH:28]=5)[N:36]=4)[CH2:42][CH2:41]3)[N:9]=2)=[CH:4][C:3]=1[CH3:24]. The yield is 0.690. (2) The reactants are [Br:1][C:2]1[CH:7]=[CH:6][C:5]([CH:8]2[CH2:12][CH2:11][CH2:10][NH:9]2)=[CH:4][CH:3]=1.[CH2:13](Br)[CH:14]=[CH2:15].C([O-])([O-])=O.[K+].[K+]. The catalyst is C1COCC1. The product is [CH2:15]([N:9]1[CH2:10][CH2:11][CH2:12][CH:8]1[C:5]1[CH:4]=[CH:3][C:2]([Br:1])=[CH:7][CH:6]=1)[CH:14]=[CH2:13]. The yield is 0.624. (3) The reactants are Br[C:2]1[C:3](=[O:10])[N:4]([CH3:9])[CH:5]=[C:6]([Br:8])[CH:7]=1.[NH2:11][C:12]1[N:17]=[CH:16][C:15]([N:18]2[CH2:23][CH2:22][N:21]([C:24]([O:26][C:27]([CH3:30])([CH3:29])[CH3:28])=[O:25])[C@@H:20]([CH3:31])[CH2:19]2)=[CH:14][CH:13]=1. No catalyst specified. The product is [Br:8][C:6]1[CH:7]=[C:2]([NH:11][C:12]2[N:17]=[CH:16][C:15]([N:18]3[CH2:23][CH2:22][N:21]([C:24]([O:26][C:27]([CH3:30])([CH3:29])[CH3:28])=[O:25])[C@@H:20]([CH3:31])[CH2:19]3)=[CH:14][CH:13]=2)[C:3](=[O:10])[N:4]([CH3:9])[CH:5]=1. The yield is 0.810. (4) The reactants are [NH2:1][C:2]1[C:11]([O:12][CH3:13])=[CH:10][C:9]2[C:4](=[CH:5][CH:6]=[CH:7][CH:8]=2)[CH:3]=1.[C:14]1([N:24]=[C:25]=[O:26])[C:23]2[C:18](=[CH:19][CH:20]=[CH:21][CH:22]=2)[CH:17]=[CH:16][CH:15]=1. The catalyst is C(Cl)Cl. The product is [CH3:13][O:12][C:11]1[C:2]([NH:1][C:25]([NH:24][C:14]2[C:23]3[C:18](=[CH:19][CH:20]=[CH:21][CH:22]=3)[CH:17]=[CH:16][CH:15]=2)=[O:26])=[CH:3][C:4]2[C:9]([CH:10]=1)=[CH:8][CH:7]=[CH:6][CH:5]=2. The yield is 0.900. (5) The reactants are [CH:1]([C:3]1[C:8]2[C:9](=[O:14])[C:10]([CH3:13])([CH3:12])[O:11][C:7]=2[C:6]([CH3:15])=[C:5]([CH3:16])[C:4]=1[N:17]1[CH2:22][CH2:21][N:20]([C:23]2[CH:28]=[CH:27][C:26]([O:29][CH3:30])=[CH:25][CH:24]=2)[CH2:19][CH2:18]1)=[CH2:2]. The catalyst is [C].[Pd].C(O)C. The product is [CH2:1]([C:3]1[C:8]2[C:9](=[O:14])[C:10]([CH3:13])([CH3:12])[O:11][C:7]=2[C:6]([CH3:15])=[C:5]([CH3:16])[C:4]=1[N:17]1[CH2:22][CH2:21][N:20]([C:23]2[CH:24]=[CH:25][C:26]([O:29][CH3:30])=[CH:27][CH:28]=2)[CH2:19][CH2:18]1)[CH3:2]. The yield is 0.360.